From a dataset of Forward reaction prediction with 1.9M reactions from USPTO patents (1976-2016). Predict the product of the given reaction. (1) Given the reactants [CH3:1][C:2]1[C:18]([C:19]2[CH:24]=[CH:23][CH:22]=[CH:21][CH:20]=2)=[CH:17][CH:16]=[CH:15][C:3]=1[C:4]([NH:6][CH2:7][CH2:8][CH2:9][CH2:10][CH2:11][C:12](O)=[O:13])=[O:5].BrC1C(C)=C(C=CC=1)C(NCCCCCC(O)=O)=O.Cl.[NH2:45][OH:46], predict the reaction product. The product is: [OH:46][NH:45][C:12]([CH2:11][CH2:10][CH2:9][CH2:8][CH2:7][NH:6][C:4](=[O:5])[C:3]1[CH:15]=[CH:16][CH:17]=[C:18]([C:19]2[CH:24]=[CH:23][CH:22]=[CH:21][CH:20]=2)[C:2]=1[CH3:1])=[O:13]. (2) Given the reactants [F:1][C:2]([F:23])([F:22])[C:3]1[C:11]2[CH2:10][CH2:9][CH2:8][CH2:7][C:6]=2[N:5]([C:12]2[CH:17]=[CH:16][C:15]([CH2:18][C:19]([OH:21])=O)=[CH:14][CH:13]=2)[N:4]=1.[CH2:24]([NH:26][CH3:27])[CH3:25], predict the reaction product. The product is: [CH2:24]([N:26]([CH3:27])[C:19](=[O:21])[CH2:18][C:15]1[CH:14]=[CH:13][C:12]([N:5]2[C:6]3[CH2:7][CH2:8][CH2:9][CH2:10][C:11]=3[C:3]([C:2]([F:23])([F:22])[F:1])=[N:4]2)=[CH:17][CH:16]=1)[CH3:25]. (3) Given the reactants [Cl:1][C:2]1[C:3]([N:8]2[CH:12]=[CH:11][CH:10]=[C:9]2[CH:13]=[O:14])=[N:4][CH:5]=[CH:6][CH:7]=1.[Cl:15]N1C(=O)CCC1=O.O, predict the reaction product. The product is: [Cl:15][C:11]1[CH:10]=[C:9]([CH:13]=[O:14])[N:8]([C:3]2[C:2]([Cl:1])=[CH:7][CH:6]=[CH:5][N:4]=2)[CH:12]=1.